This data is from Full USPTO retrosynthesis dataset with 1.9M reactions from patents (1976-2016). The task is: Predict the reactants needed to synthesize the given product. (1) Given the product [CH:1]1([C:4]([OH:32])([CH3:31])[CH2:5][NH:6][C:7]([C:9]2[C:14]([C:15]([F:18])([F:16])[F:17])=[N:13][C:12]([O:19][CH2:20][CH:21]3[CH2:22][CH2:23]3)=[C:11]([C:24]3[CH:29]=[CH:28][C:27]([Cl:54])=[C:26]([Cl:30])[CH:25]=3)[N:10]=2)=[O:8])[CH2:3][CH2:2]1, predict the reactants needed to synthesize it. The reactants are: [CH:1]1([C:4]([OH:32])([CH3:31])[CH2:5][NH:6][C:7]([C:9]2[C:14]([C:15]([F:18])([F:17])[F:16])=[N:13][C:12]([O:19][CH2:20][CH:21]3[CH2:23][CH2:22]3)=[C:11]([C:24]3[CH:29]=[CH:28][CH:27]=[C:26]([Cl:30])[CH:25]=3)[N:10]=2)=[O:8])[CH2:3][CH2:2]1.COC(C1C(C(F)(F)F)=NC(Br)=C(C2C=CC([Cl:54])=C(Cl)C=2)N=1)=O. (2) The reactants are: [CH2:1]([C:3]1[C:4]([F:17])=[CH:5][N:6]=[C:7]2[C:12]=1[N:11]([CH2:13][CH:14]=C)[C:10](=[O:16])[CH:9]=[CH:8]2)[CH3:2].O.I([O-])(=O)(=O)=[O:20].[Na+]. Given the product [CH2:1]([C:3]1[C:4]([F:17])=[CH:5][N:6]=[C:7]2[C:12]=1[N:11]([CH2:13][CH:14]=[O:20])[C:10](=[O:16])[CH:9]=[CH:8]2)[CH3:2], predict the reactants needed to synthesize it.